This data is from Forward reaction prediction with 1.9M reactions from USPTO patents (1976-2016). The task is: Predict the product of the given reaction. (1) Given the reactants [OH-].[K+].[CH3:3][C:4]1([CH3:30])[CH2:8][O:7][C:6]([C:9]2[CH:14]=[CH:13][C:12]([C:15]([OH:29])([C:23]3[CH:28]=[CH:27][CH:26]=[CH:25][CH:24]=3)[C:16]3[CH:17]=[C:18]([OH:22])[CH:19]=[CH:20][CH:21]=3)=[CH:11][CH:10]=2)=[N:5]1.[C:31]([O:35][C:36](=[O:42])[NH:37][CH2:38][CH2:39][CH2:40]Br)([CH3:34])([CH3:33])[CH3:32], predict the reaction product. The product is: [C:31]([O:35][C:36](=[O:42])[NH:37][CH2:38][CH2:39][CH2:40][O:22][C:18]1[CH:19]=[CH:20][CH:21]=[C:16]([C:15]([C:12]2[CH:11]=[CH:10][C:9]([C:6]3[O:7][CH2:8][C:4]([CH3:30])([CH3:3])[N:5]=3)=[CH:14][CH:13]=2)([OH:29])[C:23]2[CH:24]=[CH:25][CH:26]=[CH:27][CH:28]=2)[CH:17]=1)([CH3:34])([CH3:33])[CH3:32]. (2) Given the reactants [NH2:1][C:2]1[N:7]=[C:6]([CH2:8]O)[CH:5]=[C:4]([CH3:10])[CH:3]=1.S(Cl)([Cl:13])=O, predict the reaction product. The product is: [ClH:13].[Cl:13][CH2:8][C:6]1[N:7]=[C:2]([NH2:1])[CH:3]=[C:4]([CH3:10])[CH:5]=1.